This data is from Catalyst prediction with 721,799 reactions and 888 catalyst types from USPTO. The task is: Predict which catalyst facilitates the given reaction. (1) Product: [OH:5][C:4]1[N:22]=[CH:20][N:21]=[C:7]([C:9]([OH:11])=[O:10])[CH:3]=1. The catalyst class is: 6. Reactant: C([C:3](CC)([C:7]([C:9]([O-:11])=[O:10])=O)[C:4]([O-])=[O:5])C.[Na+].[Na+].C(O)(=O)C.[CH:20]([NH2:22])=[NH:21].[OH-].[Na+].C. (2) Reactant: C[O:2][C:3]([C:5]1[CH:6]=[N:7][N:8]([C:13]([CH3:16])([CH3:15])[CH3:14])[C:9]=1[CH:10]1[CH2:12][CH2:11]1)=[O:4].[Li+].[OH-]. Product: [C:13]([N:8]1[C:9]([CH:10]2[CH2:12][CH2:11]2)=[C:5]([C:3]([OH:4])=[O:2])[CH:6]=[N:7]1)([CH3:16])([CH3:14])[CH3:15]. The catalyst class is: 24. (3) Product: [CH3:15][O:16][C:22]1[CH:23]=[C:24]([CH:27]=[CH:28][CH:29]=1)[C:25]#[N:26]. The catalyst class is: 509. Reactant: N1C2C(=CC=C3C=2N=CC=C3)C=CC=1.[C:15]([O-])([O-])=[O:16].[Cs+].[Cs+].I[C:22]1[CH:23]=[C:24]([CH:27]=[CH:28][CH:29]=1)[C:25]#[N:26].CO. (4) Reactant: [N+:1]([C:4]1[C:13]2[NH:12][C:11](=[O:14])[CH2:10][O:9][C:8]=2[CH:7]=[CH:6][CH:5]=1)([O-])=O. The catalyst class is: 304. Product: [NH2:1][C:4]1[C:13]2[NH:12][C:11](=[O:14])[CH2:10][O:9][C:8]=2[CH:7]=[CH:6][CH:5]=1. (5) Reactant: [Cl:1][C:2]1[CH:27]=[CH:26][CH:25]=[CH:24][C:3]=1[C:4]([NH:6][C:7](=[O:23])[NH:8][C:9]1[S:10][C:11]2[CH:17]=[C:16]([S:18]([CH:21]=[CH2:22])(=[O:20])=[O:19])[CH:15]=[CH:14][C:12]=2[N:13]=1)=[O:5].[NH:28]1[CH2:33][CH2:32][O:31][CH2:30][CH2:29]1. Product: [Cl:1][C:2]1[CH:27]=[CH:26][CH:25]=[CH:24][C:3]=1[C:4]([NH:6][C:7](=[O:23])[NH:8][C:9]1[S:10][C:11]2[CH:17]=[C:16]([S:18]([CH2:21][CH2:22][N:28]3[CH2:33][CH2:32][O:31][CH2:30][CH2:29]3)(=[O:20])=[O:19])[CH:15]=[CH:14][C:12]=2[N:13]=1)=[O:5]. The catalyst class is: 1. (6) Reactant: [N+:1]([C:4]1[CH:5]=[C:6]2[C:11](=O)[NH:10][C:8](=O)[C:7]2=[CH:13][CH:14]=1)([O-:3])=[O:2].B.C1COCC1.Cl. Product: [N+:1]([C:4]1[CH:5]=[C:6]2[C:7](=[CH:13][CH:14]=1)[CH2:8][NH:10][CH2:11]2)([O-:3])=[O:2]. The catalyst class is: 1.